This data is from Full USPTO retrosynthesis dataset with 1.9M reactions from patents (1976-2016). The task is: Predict the reactants needed to synthesize the given product. (1) Given the product [BrH:1].[Cl:14][C:12]1[CH:11]=[CH:10][C:8]2[S:9][C:5]([C:3]3[N:19]4[CH2:20][CH2:21][N:17]=[C:18]4[S:22][C:2]=3[CH2:15][CH3:16])=[CH:6][C:7]=2[CH:13]=1, predict the reactants needed to synthesize it. The reactants are: [Br:1][CH:2]([CH2:15][CH3:16])[C:3]([C:5]1[S:9][C:8]2[CH:10]=[CH:11][C:12]([Cl:14])=[CH:13][C:7]=2[CH:6]=1)=O.[NH:17]1[CH2:21][CH2:20][NH:19][C:18]1=[S:22].C(O)C. (2) The reactants are: I[CH2:2][I:3].N(OCCC(C)C)=O.[CH3:12][O:13][C:14]1[CH:48]=[CH:47][C:17]([CH2:18][O:19][C:20]2[N:25]=[C:24]([C:26]3[CH:39]=[CH:38][CH:37]=[C:36]4[C:27]=3[S:28][C:29]3[CH:30]=[CH:31]C(N)=[CH:33][C:34]=3[S:35]4)[CH:23]=[C:22]([N:41]3[CH2:46][CH2:45][O:44][CH2:43][CH2:42]3)[CH:21]=2)=[CH:16][CH:15]=1. Given the product [I:3][C:2]1[CH:33]=[C:34]2[C:29](=[CH:30][CH:31]=1)[S:28][C:27]1[C:26]([C:24]3[CH:23]=[C:22]([N:41]4[CH2:42][CH2:43][O:44][CH2:45][CH2:46]4)[CH:21]=[C:20]([O:19][CH2:18][C:17]4[CH:16]=[CH:15][C:14]([O:13][CH3:12])=[CH:48][CH:47]=4)[N:25]=3)=[CH:39][CH:38]=[CH:37][C:36]=1[S:35]2, predict the reactants needed to synthesize it. (3) Given the product [O:28]1[CH2:29][CH2:30][N:25]([C:22]2[CH:21]=[CH:20][C:19]([C:11]3[N:10]=[C:9]([NH:8][CH2:7][C@H:3]4[O:4][CH2:5][CH2:6][N:1]([C:32]5[N:37]=[CH:36][CH:35]=[CH:34][N:33]=5)[CH2:2]4)[C:18]4[C:13](=[N:14][CH:15]=[CH:16][N:17]=4)[CH:12]=3)=[CH:24][CH:23]=2)[CH2:26][CH2:27]1, predict the reactants needed to synthesize it. The reactants are: [NH:1]1[CH2:6][CH2:5][O:4][C@H:3]([CH2:7][NH:8][C:9]2[C:18]3[C:13](=[N:14][CH:15]=[CH:16][N:17]=3)[CH:12]=[C:11]([C:19]3[CH:24]=[CH:23][C:22]([N:25]4[CH2:30][CH2:29][O:28][CH2:27][CH2:26]4)=[CH:21][CH:20]=3)[N:10]=2)[CH2:2]1.Br[C:32]1[N:37]=[CH:36][CH:35]=[CH:34][N:33]=1.C(=O)([O-])[O-].[Cs+].[Cs+]. (4) Given the product [N:1]1([C:24]([C:22]2[N:23]=[C:18]3[CH:17]=[CH:16][C:15]([C:11]4[CH:10]=[C:9]([CH2:8][OH:7])[CH:14]=[CH:13][CH:12]=4)=[CH:20][N:19]3[CH:21]=2)=[O:25])[CH2:6][CH2:5][O:4][CH2:3][CH2:2]1, predict the reactants needed to synthesize it. The reactants are: [NH:1]1[CH2:6][CH2:5][O:4][CH2:3][CH2:2]1.[OH:7][CH2:8][C:9]1[CH:10]=[C:11]([C:15]2[CH:16]=[CH:17][C:18]3[N:19]([CH:21]=[C:22]([C:24](O)=[O:25])[N:23]=3)[CH:20]=2)[CH:12]=[CH:13][CH:14]=1.C(N(C(C)C)CC)(C)C.F[P-](F)(F)(F)(F)F.[NH2+]1(=O)C2C(=NC=CC=2)N=N1.ON1C2N=CC=CC=2N=N1. (5) Given the product [N:1]([C:8]1[CH:9]=[CH:10][CH:11]=[C:6]([F:5])[C:7]=1[N+:13]([O-:15])=[O:14])=[N+:2]=[N-:3], predict the reactants needed to synthesize it. The reactants are: [N-:1]=[N+:2]=[N-:3].[Na+].[F:5][C:6]1[CH:11]=[CH:10][CH:9]=[C:8](F)[C:7]=1[N+:13]([O-:15])=[O:14]. (6) Given the product [Cl:13][C:9]1[CH:8]=[C:7]([C:16]2([OH:18])[CH2:17][O:14][CH2:15]2)[CH:12]=[CH:11][N:10]=1, predict the reactants needed to synthesize it. The reactants are: [Li]CCCC.Br[C:7]1[CH:12]=[CH:11][N:10]=[C:9]([Cl:13])[CH:8]=1.[O:14]1[CH2:17][C:16](=[O:18])[CH2:15]1. (7) Given the product [Br:1][C:2]1[S:3][CH:4]=[CH:5][C:6]=1/[CH:7]=[CH:8]/[N+:9]([O-:11])=[O:10], predict the reactants needed to synthesize it. The reactants are: [Br:1][C:2]1[S:3][CH:4]=[CH:5][C:6]=1[CH:7](O)[CH2:8][N+:9]([O-:11])=[O:10].CCN(CC)CC.CS(Cl)(=O)=O.